This data is from Human liver microsome stability data. The task is: Regression/Classification. Given a drug SMILES string, predict its absorption, distribution, metabolism, or excretion properties. Task type varies by dataset: regression for continuous measurements (e.g., permeability, clearance, half-life) or binary classification for categorical outcomes (e.g., BBB penetration, CYP inhibition). Dataset: hlm. (1) The drug is COC(=O)Nc1ccc(-c2[nH]c([C@H](CC(=O)N3CCN(C(C)=O)CC3)NC(=O)C=Cc3cc(Cl)ccc3-n3cnnn3)nc2Cl)cc1. The result is 0 (unstable in human liver microsomes). (2) The compound is CCCCS(=O)(=O)NC(=O)c1ccc2c(C3CCCCC3)c3n(c2c1)CC1(C(=O)N2C4CCC2CN(C)C4)CC1c1cc(OC)ccc1-3. The result is 0 (unstable in human liver microsomes). (3) The compound is Cc1cc(-c2cnc(Nc3cc(Cl)cc(Cl)c3)nc2NC2CCC(N(C)C)CC2)on1. The result is 1 (stable in human liver microsomes). (4) The molecule is CCc1nccn1Cc1ccc(Nc2nc3ncnc(Nc4ccc(F)c(Cl)c4)c3s2)cc1. The result is 1 (stable in human liver microsomes). (5) The compound is CNC(=O)c1c(-c2ccc(F)cc2)oc2nc(NCC(F)(F)F)c(-c3cccc(C(=O)NC4(c5ncccn5)COC4)c3)cc12. The result is 0 (unstable in human liver microsomes). (6) The drug is C1=CCNCc2cccc(c2)Nc2nccc(n2)-c2cccc(c2)OCC1. The result is 0 (unstable in human liver microsomes).